Dataset: Forward reaction prediction with 1.9M reactions from USPTO patents (1976-2016). Task: Predict the product of the given reaction. Given the reactants [CH2:1]([C:4]1[CH:9]=[C:8]([F:10])[CH:7]=[CH:6][C:5]=1[OH:11])[CH:2]=[CH2:3].C1C=C(Cl)C=C(C(OO)=[O:20])C=1, predict the reaction product. The product is: [F:10][C:8]1[CH:7]=[CH:6][C:5]2[O:11][CH:2]([CH2:3][OH:20])[CH2:1][C:4]=2[CH:9]=1.